Task: Regression. Given two drug SMILES strings and cell line genomic features, predict the synergy score measuring deviation from expected non-interaction effect.. Dataset: NCI-60 drug combinations with 297,098 pairs across 59 cell lines (1) Drug 1: CCCCC(=O)OCC(=O)C1(CC(C2=C(C1)C(=C3C(=C2O)C(=O)C4=C(C3=O)C=CC=C4OC)O)OC5CC(C(C(O5)C)O)NC(=O)C(F)(F)F)O. Drug 2: B(C(CC(C)C)NC(=O)C(CC1=CC=CC=C1)NC(=O)C2=NC=CN=C2)(O)O. Cell line: SN12C. Synergy scores: CSS=54.5, Synergy_ZIP=-1.92, Synergy_Bliss=-2.08, Synergy_Loewe=-22.3, Synergy_HSA=-2.37. (2) Drug 1: C1=C(C(=O)NC(=O)N1)N(CCCl)CCCl. Drug 2: CC(C1=C(C=CC(=C1Cl)F)Cl)OC2=C(N=CC(=C2)C3=CN(N=C3)C4CCNCC4)N. Cell line: OVCAR-5. Synergy scores: CSS=9.74, Synergy_ZIP=-7.06, Synergy_Bliss=-1.16, Synergy_Loewe=-4.92, Synergy_HSA=-1.43. (3) Drug 1: CC12CCC3C(C1CCC2NC(=O)OCC(F)(F)F)CCC4C3(C=CC(=O)N4C)C. Drug 2: CCC1(C2=C(COC1=O)C(=O)N3CC4=CC5=C(C=CC(=C5CN(C)C)O)N=C4C3=C2)O. Cell line: SW-620. Synergy scores: CSS=65.5, Synergy_ZIP=6.32, Synergy_Bliss=5.41, Synergy_Loewe=-11.8, Synergy_HSA=5.54. (4) Drug 1: C1=CC(=CC=C1CCCC(=O)O)N(CCCl)CCCl. Drug 2: C1=CC(=CC=C1C#N)C(C2=CC=C(C=C2)C#N)N3C=NC=N3. Cell line: UACC62. Synergy scores: CSS=14.9, Synergy_ZIP=-10.00, Synergy_Bliss=-11.1, Synergy_Loewe=-11.6, Synergy_HSA=-10.7. (5) Drug 2: C1C(C(OC1N2C=NC3=C2NC=NCC3O)CO)O. Cell line: SK-MEL-5. Synergy scores: CSS=41.0, Synergy_ZIP=-4.98, Synergy_Bliss=-10.1, Synergy_Loewe=-23.7, Synergy_HSA=-9.47. Drug 1: C1C(C(OC1N2C=NC3=C(N=C(N=C32)Cl)N)CO)O.